This data is from NCI-60 drug combinations with 297,098 pairs across 59 cell lines. The task is: Regression. Given two drug SMILES strings and cell line genomic features, predict the synergy score measuring deviation from expected non-interaction effect. (1) Drug 1: CCCS(=O)(=O)NC1=C(C(=C(C=C1)F)C(=O)C2=CNC3=C2C=C(C=N3)C4=CC=C(C=C4)Cl)F. Drug 2: C1CCC(CC1)NC(=O)N(CCCl)N=O. Cell line: HCC-2998. Synergy scores: CSS=-3.21, Synergy_ZIP=10.5, Synergy_Bliss=5.97, Synergy_Loewe=-6.33, Synergy_HSA=-5.93. (2) Drug 1: CC1=C(C=C(C=C1)NC2=NC=CC(=N2)N(C)C3=CC4=NN(C(=C4C=C3)C)C)S(=O)(=O)N.Cl. Drug 2: CC1C(C(CC(O1)OC2CC(OC(C2O)C)OC3=CC4=CC5=C(C(=O)C(C(C5)C(C(=O)C(C(C)O)O)OC)OC6CC(C(C(O6)C)O)OC7CC(C(C(O7)C)O)OC8CC(C(C(O8)C)O)(C)O)C(=C4C(=C3C)O)O)O)O. Cell line: LOX IMVI. Synergy scores: CSS=21.1, Synergy_ZIP=14.6, Synergy_Bliss=16.7, Synergy_Loewe=20.8, Synergy_HSA=18.5.